From a dataset of Reaction yield outcomes from USPTO patents with 853,638 reactions. Predict the reaction yield, written as a fraction of the theoretical maximum amount of product (1.0 means a 100% yield; for example, 0.34 means a 34% yield). The reactants are [CH2:1]([N:8]1[CH:16]=[C:15]2[C:10]([CH:11]=[C:12]([C:17]3[CH:18]=[C:19]([C@@H:27]4[CH2:32][CH2:31][CH2:30][NH:29][CH2:28]4)[N:20]4[C:25]=3[C:24]([NH2:26])=[N:23][CH:22]=[N:21]4)[CH:13]=[CH:14]2)=[N:9]1)[C:2]1[CH:7]=[CH:6][CH:5]=[CH:4][CH:3]=1.[CH3:33][N:34]([CH3:39])[CH2:35][C:36](O)=[O:37].CCN=C=NCCCN(C)C.Cl.C1C=CC2N(O)N=NC=2C=1.C(N(CC)C(C)C)(C)C. The catalyst is CN(C=O)C. The product is [CH2:1]([N:8]1[CH:16]=[C:15]2[C:10]([CH:11]=[C:12]([C:17]3[CH:18]=[C:19]([C@@H:27]4[CH2:32][CH2:31][CH2:30][N:29]([C:36](=[O:37])[CH2:35][N:34]([CH3:39])[CH3:33])[CH2:28]4)[N:20]4[C:25]=3[C:24]([NH2:26])=[N:23][CH:22]=[N:21]4)[CH:13]=[CH:14]2)=[N:9]1)[C:2]1[CH:3]=[CH:4][CH:5]=[CH:6][CH:7]=1. The yield is 0.270.